This data is from Reaction yield outcomes from USPTO patents with 853,638 reactions. The task is: Predict the reaction yield, written as a fraction of the theoretical maximum amount of product (1.0 means a 100% yield; for example, 0.34 means a 34% yield). The reactants are [N+:1]([CH2:4][CH2:5][C:6]1([C:18]([O:20]CC)=O)[CH2:10][CH2:9][CH2:8][N:7]1[CH2:11][C:12]1[CH:17]=[CH:16][CH:15]=[CH:14][CH:13]=1)([O-])=O. The catalyst is [Ni].C(O)C. The product is [CH2:11]([N:7]1[CH2:8][CH2:9][CH2:10][C:6]21[C:18](=[O:20])[NH:1][CH2:4][CH2:5]2)[C:12]1[CH:17]=[CH:16][CH:15]=[CH:14][CH:13]=1. The yield is 0.931.